Dataset: Reaction yield outcomes from USPTO patents with 853,638 reactions. Task: Predict the reaction yield, written as a fraction of the theoretical maximum amount of product (1.0 means a 100% yield; for example, 0.34 means a 34% yield). (1) The reactants are [C:1]([C:4]1[CH:5]=[CH:6][C:7]([F:16])=[C:8]([N:10]([CH3:15])[S:11]([CH3:14])(=[O:13])=[O:12])[CH:9]=1)(=[O:3])[CH3:2].CO[CH:19](OC)[N:20]([CH3:22])[CH3:21]. The catalyst is CCCCCC. The product is [CH3:19][N:20]([CH3:22])[CH:21]=[CH:2][C:1]([C:4]1[CH:5]=[CH:6][C:7]([F:16])=[C:8]([N:10]([CH3:15])[S:11]([CH3:14])(=[O:13])=[O:12])[CH:9]=1)=[O:3]. The yield is 0.674. (2) The reactants are [Cl:1][C:2]1[CH:13]=[C:12]([Cl:14])[CH:11]=[CH:10][C:3]=1[CH:4]=[C:5]([C:8]#[N:9])[C:6]#[N:7].[CH2:15]1[CH2:25][C:23](=O)[C:22]2[C:17](=[CH:18][CH:19]=[CH:20][CH:21]=2)[CH2:16]1.C([O-])(=O)C.[NH4+:30].C1(C)C=CC=CC=1. The catalyst is C(OCC)(=O)C. The product is [NH2:9][C:8]1[C:5]([C:6]#[N:7])=[C:4]([C:3]2[CH:10]=[CH:11][C:12]([Cl:14])=[CH:13][C:2]=2[Cl:1])[C:25]2[CH2:15][CH2:16][C:17]3[CH:18]=[CH:19][CH:20]=[CH:21][C:22]=3[C:23]=2[N:30]=1. The yield is 0.470. (3) The reactants are [CH3:1][O:2][C:3]1[CH:4]=[CH:5][C:6]([S:10][CH2:11][C:12]2[CH:17]=[CH:16][CH:15]=[C:14]([N+:18]([O-:20])=[O:19])[CH:13]=2)=[C:7]([CH:9]=1)[NH2:8].[O:21]1[C:25]2[CH:26]=[CH:27][CH:28]=[CH:29][C:24]=2[CH:23]=[C:22]1[S:30](Cl)(=[O:32])=[O:31]. The catalyst is N1C=CC=CC=1. The product is [CH3:1][O:2][C:3]1[CH:4]=[CH:5][C:6]([S:10][CH2:11][C:12]2[CH:17]=[CH:16][CH:15]=[C:14]([N+:18]([O-:20])=[O:19])[CH:13]=2)=[C:7]([NH:8][S:30]([C:22]2[O:21][C:25]3[CH:26]=[CH:27][CH:28]=[CH:29][C:24]=3[CH:23]=2)(=[O:31])=[O:32])[CH:9]=1. The yield is 0.560. (4) The reactants are [CH3:1][O:2][C:3]1[CH:8]=[CH:7][C:6]([S:9]([NH:12][C:13]2[CH:18]=[CH:17][C:16]([N:19]3[CH2:24][CH2:23][C:22](=O)[CH2:21][CH2:20]3)=[CH:15][CH:14]=2)(=[O:11])=[O:10])=[CH:5][CH:4]=1.[NH2:26][CH2:27][CH:28]([C:30]1[CH:35]=[CH:34][CH:33]=[CH:32][CH:31]=1)[OH:29]. The catalyst is CO.[Pd]. The product is [OH:29][CH:28]([C:30]1[CH:35]=[CH:34][CH:33]=[CH:32][CH:31]=1)[CH2:27][NH:26][CH:22]1[CH2:23][CH2:24][N:19]([C:16]2[CH:17]=[CH:18][C:13]([NH:12][S:9]([C:6]3[CH:5]=[CH:4][C:3]([O:2][CH3:1])=[CH:8][CH:7]=3)(=[O:10])=[O:11])=[CH:14][CH:15]=2)[CH2:20][CH2:21]1. The yield is 0.610. (5) The reactants are [CH3:1][C:2]1[C:7]([OH:8])=[CH:6][CH:5]=[CH:4][N:3]=1.[H-].[Na+].Br[C:12]1[CH:13]=[C:14]([N+]([O-])=O)[C:15]([C:18]#[N:19])=[N:16][CH:17]=1.[C:23]1([SH:29])[CH:28]=[CH:27][CH:26]=[CH:25][CH:24]=1. The catalyst is CN(C=O)C.O. The product is [C:23]1([S:29][C:12]2[CH:13]=[C:14]([O:8][C:7]3[C:2]([CH3:1])=[N:3][CH:4]=[CH:5][CH:6]=3)[C:15]([C:18]#[N:19])=[N:16][CH:17]=2)[CH:28]=[CH:27][CH:26]=[CH:25][CH:24]=1. The yield is 1.00. (6) The reactants are [N+:1]([C:4]1[CH:5]=[C:6]([CH2:10][CH2:11][N:12]2[CH2:17][CH2:16][CH2:15][CH2:14][CH2:13]2)[CH:7]=[CH:8][CH:9]=1)([O-])=O.[H][H]. The catalyst is C(O)C.[Pd]. The product is [N:12]1([CH2:11][CH2:10][C:6]2[CH:5]=[C:4]([NH2:1])[CH:9]=[CH:8][CH:7]=2)[CH2:17][CH2:16][CH2:15][CH2:14][CH2:13]1. The yield is 0.600. (7) The reactants are [CH3:1][N:2]1[CH2:7][CH2:6][N:5]([C:8]2[CH:13]=[CH:12][C:11]([C@@H:14]([NH:16]C(=O)OC(C)(C)C)[CH3:15])=[CH:10][CH:9]=2)[CH2:4][CH2:3]1.[ClH:24]. The catalyst is O1CCOCC1.CO. The product is [ClH:24].[ClH:24].[CH3:1][N:2]1[CH2:7][CH2:6][N:5]([C:8]2[CH:13]=[CH:12][C:11]([C@@H:14]([NH2:16])[CH3:15])=[CH:10][CH:9]=2)[CH2:4][CH2:3]1. The yield is 0.950. (8) The yield is 0.990. The catalyst is CO.O. The product is [NH2:1][C:2]1[C:3]([C:9]([OH:11])=[O:10])=[N:4][C:5]([Br:8])=[CH:6][N:7]=1. The reactants are [NH2:1][C:2]1[C:3]([C:9]([O:11]C)=[O:10])=[N:4][C:5]([Br:8])=[CH:6][N:7]=1.[OH-].[Li+].Cl.